From a dataset of Forward reaction prediction with 1.9M reactions from USPTO patents (1976-2016). Predict the product of the given reaction. (1) Given the reactants [CH3:1][O:2][C:3]1[CH:8]=[CH:7][C:6](B(O)O)=[C:5]([C:12]([F:15])([F:14])[F:13])[CH:4]=1.Br[C:17]1[CH:18]=[CH:19][C:20]([CH2:23][N:24]2[CH:29]=[C:28]3[N:30]=[C:31]([C:33]4[CH:38]=[CH:37][CH:36]=[C:35]([F:39])[C:34]=4[F:40])[N:32]=[C:27]3[CH:26]=[N:25]2)=[N:21][CH:22]=1, predict the reaction product. The product is: [F:40][C:34]1[C:35]([F:39])=[CH:36][CH:37]=[CH:38][C:33]=1[C:31]1[N:32]=[C:27]2[CH:26]=[N:25][N:24]([CH2:23][C:20]3[CH:19]=[CH:18][C:17]([C:6]4[CH:7]=[CH:8][C:3]([O:2][CH3:1])=[CH:4][C:5]=4[C:12]([F:15])([F:14])[F:13])=[CH:22][N:21]=3)[CH:29]=[C:28]2[N:30]=1. (2) Given the reactants [F:1][C:2]1[C:3]([NH:12][C:13]2[CH:18]=[CH:17][C:16]([I:19])=[CH:15][C:14]=2[F:20])=[C:4]([CH:8]=[CH:9][C:10]=1[F:11])[C:5]([OH:7])=O.C1CN([P+](ON2N=NC3C=CC=CC2=3)(N2CCCC2)N2CCCC2)CC1.F[P-](F)(F)(F)(F)F.Cl.[NH:55]1[CH2:58][CH:57]([OH:59])[CH2:56]1.CCN(C(C)C)C(C)C, predict the reaction product. The product is: [F:1][C:2]1[C:3]([NH:12][C:13]2[CH:18]=[CH:17][C:16]([I:19])=[CH:15][C:14]=2[F:20])=[C:4]([C:5]([N:55]2[CH2:58][CH:57]([OH:59])[CH2:56]2)=[O:7])[CH:8]=[CH:9][C:10]=1[F:11].